Predict the product of the given reaction. From a dataset of Forward reaction prediction with 1.9M reactions from USPTO patents (1976-2016). (1) Given the reactants [Cl:1][C:2]1[CH:28]=[CH:27][C:5]([CH2:6][NH:7][C:8]([C:10]2[C:11]([OH:26])=[C:12]3[CH:18]=[C:17]([CH2:19][N:20]4[CH2:25][CH2:24][O:23][CH2:22][CH2:21]4)[S:16][C:13]3=[N:14][CH:15]=2)=[O:9])=[CH:4][CH:3]=1.C1(P(C2C=CC=CC=2)C2C=CC=CC=2)C=CC=CC=1.O[CH2:49][CH2:50][N:51]1[CH2:55][CH2:54][CH2:53][CH2:52]1.[OH-].[Na+], predict the reaction product. The product is: [Cl:1][C:2]1[CH:28]=[CH:27][C:5]([CH2:6][NH:7][C:8]([C:10]2[C:11](=[O:26])[C:12]3[CH:18]=[C:17]([CH2:19][N:20]4[CH2:21][CH2:22][O:23][CH2:24][CH2:25]4)[S:16][C:13]=3[N:14]([CH2:49][CH2:50][N:51]3[CH2:55][CH2:54][CH2:53][CH2:52]3)[CH:15]=2)=[O:9])=[CH:4][CH:3]=1. (2) Given the reactants [CH:1]([C:3]1[CH:11]=[CH:10][C:6]([C:7]([OH:9])=O)=[CH:5][CH:4]=1)=[O:2].C(N(CC)CC)C.ON1C2C=CC=CC=2N=N1.Cl.C(N=C=NCCCN(C)C)C.Cl.[CH:42]1([C:45]([N:47]2[CH2:52][CH2:51][NH:50][CH2:49][CH2:48]2)=[O:46])[CH2:44][CH2:43]1, predict the reaction product. The product is: [CH:42]1([C:45]([N:47]2[CH2:52][CH2:51][N:50]([C:7]([C:6]3[CH:5]=[CH:4][C:3]([CH:1]=[O:2])=[CH:11][CH:10]=3)=[O:9])[CH2:49][CH2:48]2)=[O:46])[CH2:43][CH2:44]1. (3) Given the reactants [H-].[Na+].Cl.[OH:4][CH2:5][C:6]1[C:7]([CH3:14])=[C:8]([OH:13])[C:9]([CH3:12])=[N:10][CH:11]=1.[Cl:15][C:16]1[CH:21]=[C:20]([N+]([O-])=O)[CH:19]=[CH:18][N:17]=1, predict the reaction product. The product is: [Cl:15][C:16]1[CH:21]=[C:20]([O:13][C:8]2[C:7]([CH3:14])=[C:6]([CH2:5][OH:4])[CH:11]=[N:10][C:9]=2[CH3:12])[CH:19]=[CH:18][N:17]=1. (4) Given the reactants [NH2:1][C@@H:2]1[CH2:7][CH2:6][CH2:5][N:4](C(OC(C)(C)C)=O)[CH2:3]1.[Br:15][C:16]1[CH:24]=[C:23]2[C:19]([CH:20]=[C:21]([C:25](O)=[O:26])[NH:22]2)=[CH:18][CH:17]=1.N, predict the reaction product. The product is: [Br:15][C:16]1[CH:24]=[C:23]2[C:19]([CH:20]=[C:21]([C:25]([NH:1][C@@H:2]3[CH2:7][CH2:6][CH2:5][NH:4][CH2:3]3)=[O:26])[NH:22]2)=[CH:18][CH:17]=1. (5) Given the reactants S(=O)(=O)(O)O.C[Si]([C:10]#[C:11][C:12]1[CH:13]=[C:14]([CH:19]=[CH:20][N:21]=1)[C:15]([O:17][CH3:18])=[O:16])(C)C.C(=O)(O)[O-:23].[Na+], predict the reaction product. The product is: [C:11]([C:12]1[CH:13]=[C:14]([CH:19]=[CH:20][N:21]=1)[C:15]([O:17][CH3:18])=[O:16])(=[O:23])[CH3:10]. (6) Given the reactants [C:1]([N:8]1[CH2:15][C@@H:14]([N:16]([CH:23]2[CH2:28][CH2:27][C:26]([CH3:30])([CH3:29])[CH2:25][CH2:24]2)[C:17](=[O:22])[C:18]([CH3:21])([CH3:20])[CH3:19])[CH2:13][C@H:9]1[C:10](O)=[O:11])([O:3][C:4]([CH3:7])([CH3:6])[CH3:5])=[O:2].C[CH2:32][N:33](C(C)C)[CH:34](C)C.Cl.CNC.CN(C(ON1N=NC2C=CC=CC1=2)=[N+](C)C)C.F[P-](F)(F)(F)(F)F, predict the reaction product. The product is: [C:1]([N:8]1[CH2:15][C@@H:14]([N:16]([CH:23]2[CH2:28][CH2:27][C:26]([CH3:30])([CH3:29])[CH2:25][CH2:24]2)[C:17](=[O:22])[C:18]([CH3:20])([CH3:19])[CH3:21])[CH2:13][C@H:9]1[C:10]([N:33]([CH3:34])[CH3:32])=[O:11])([O:3][C:4]([CH3:5])([CH3:6])[CH3:7])=[O:2]. (7) Given the reactants [CH:1]([C:3]1[CH:7]=[CH:6][N:5]([C:8]2[N:18]=[CH:17][CH:16]=[CH:15][C:9]=2[C:10]([O:12][CH2:13][CH3:14])=[O:11])[N:4]=1)=[O:2].[BH4-].[Na+], predict the reaction product. The product is: [OH:2][CH2:1][C:3]1[CH:7]=[CH:6][N:5]([C:8]2[N:18]=[CH:17][CH:16]=[CH:15][C:9]=2[C:10]([O:12][CH2:13][CH3:14])=[O:11])[N:4]=1. (8) Given the reactants [CH3:1][N:2]([C:24]1[N:29]=[CH:28][C:27]([O:30][CH2:31][CH2:32][NH:33]C(=O)OC(C)(C)C)=[CH:26][CH:25]=1)[C:3]([C:5]1[CH:10]=[CH:9][N:8]2[N:11]=[CH:12][C:13]([C:14]3[CH:19]=[CH:18][C:17]([C:20](=[O:23])[NH:21][CH3:22])=[CH:16][CH:15]=3)=[C:7]2[CH:6]=1)=[O:4], predict the reaction product. The product is: [NH2:33][CH2:32][CH2:31][O:30][C:27]1[CH:26]=[CH:25][C:24]([N:2]([CH3:1])[C:3]([C:5]2[CH:10]=[CH:9][N:8]3[N:11]=[CH:12][C:13]([C:14]4[CH:19]=[CH:18][C:17]([C:20](=[O:23])[NH:21][CH3:22])=[CH:16][CH:15]=4)=[C:7]3[CH:6]=2)=[O:4])=[N:29][CH:28]=1.